Dataset: Full USPTO retrosynthesis dataset with 1.9M reactions from patents (1976-2016). Task: Predict the reactants needed to synthesize the given product. (1) Given the product [Cl:14][C:15]1[CH:16]=[C:17]([NH:18][C:11]([C:7]2[C:3]3[O:4][CH2:5][CH2:6][O:1][C:2]=3[CH:10]=[CH:9][CH:8]=2)=[O:13])[CH:19]=[CH:20][CH:21]=1, predict the reactants needed to synthesize it. The reactants are: [O:1]1[CH2:6][CH2:5][O:4][C:3]2[C:7]([C:11]([OH:13])=O)=[CH:8][CH:9]=[CH:10][C:2]1=2.[Cl:14][C:15]1[CH:16]=[C:17]([CH:19]=[CH:20][CH:21]=1)[NH2:18].C(N=C=NCCCN(C)C)C.OC1C2N=NNC=2C=CC=1.C(N(CC)CC)C. (2) Given the product [Cl:41][C:4]1[C:3]([O:2][CH3:1])=[CH:8][C:7]([O:9][CH3:10])=[CH:6][C:5]=1[N:11]1[CH2:16][C:15]2[CH:17]=[N:18][C:19]3[NH:23][CH:22]=[CH:21][C:20]=3[C:14]=2[N:13]([CH3:33])[C:12]1=[O:34], predict the reactants needed to synthesize it. The reactants are: [CH3:1][O:2][C:3]1[CH:4]=[C:5]([N:11]2[CH2:16][C:15]3[CH:17]=[N:18][C:19]4[N:23](S(C5C=CC=CC=5)(=O)=O)[CH:22]=[CH:21][C:20]=4[C:14]=3[N:13]([CH3:33])[C:12]2=[O:34])[CH:6]=[C:7]([O:9][CH3:10])[CH:8]=1.C(#N)C.S(Cl)([Cl:41])(=O)=O. (3) Given the product [NH2:7][C@@H:8]1[C@H:13]([OH:14])[CH2:12][CH2:11][N:10]([C:15]([C:17]2[CH:39]=[CH:38][C:20]3[N:21]([CH3:37])[C:22]([C:24]4[N:32]([CH2:33][CH:34]5[CH2:36][CH2:35]5)[C:27]5=[N:28][CH:29]=[CH:30][CH:31]=[C:26]5[CH:25]=4)=[N:23][C:19]=3[CH:18]=2)=[O:16])[CH2:9]1, predict the reactants needed to synthesize it. The reactants are: C(OC(=O)[NH:7][C@@H:8]1[C@H:13]([OH:14])[CH2:12][CH2:11][N:10]([C:15]([C:17]2[CH:39]=[CH:38][C:20]3[N:21]([CH3:37])[C:22]([C:24]4[N:32]([CH2:33][CH:34]5[CH2:36][CH2:35]5)[C:27]5=[N:28][CH:29]=[CH:30][CH:31]=[C:26]5[CH:25]=4)=[N:23][C:19]=3[CH:18]=2)=[O:16])[CH2:9]1)(C)(C)C.C(O)(C(F)(F)F)=O. (4) Given the product [CH:34]1([C@:32]([OH:33])([CH3:37])[CH2:31][NH:30][C:9](=[O:11])[C:4]2[CH:3]=[C:2]([C:24]3[CH:25]=[CH:26][C:21]([F:20])=[CH:22][CH:23]=3)[C:7]([O:19][CH2:18][C:15]3[CH:14]=[C:13]([CH3:12])[O:17][N:16]=3)=[N:6][CH:5]=2)[CH2:36][CH2:35]1, predict the reactants needed to synthesize it. The reactants are: Br[C:2]1[CH:3]=[C:4]([C:9]([OH:11])=O)[CH:5]=[N:6][C:7]=1Cl.[CH3:12][C:13]1[O:17][N:16]=[C:15]([CH2:18][OH:19])[CH:14]=1.[F:20][C:21]1[CH:26]=[CH:25][C:24](B(O)O)=[CH:23][CH:22]=1.[NH2:30][CH2:31][C@@:32]([CH3:37])([CH:34]1[CH2:36][CH2:35]1)[OH:33]. (5) The reactants are: [N+]([C:4]1[NH:5][CH:6]=[C:7]([N+:9]([O-:11])=[O:10])[N:8]=1)([O-])=O.[CH2:12]([O:16][Si](C(C)(C)C)(C)C)[C@H:13]1[O:15][CH2:14]1.Br[CH2:25][C:26]1[CH:31]=[CH:30][C:29]([C:32]2[CH:37]=[CH:36][C:35]([O:38][C:39]([F:42])([F:41])[F:40])=[CH:34][C:33]=2[Cl:43])=[CH:28][CH:27]=1.[H-].[Na+]. Given the product [Cl:43][C:33]1[CH:34]=[C:35]([O:38][C:39]([F:42])([F:41])[F:40])[CH:36]=[CH:37][C:32]=1[C:29]1[CH:30]=[CH:31][C:26]([CH2:25][O:15][C@@H:13]2[CH2:12][O:16][C:4]3=[N:8][C:7]([N+:9]([O-:11])=[O:10])=[CH:6][N:5]3[CH2:14]2)=[CH:27][CH:28]=1, predict the reactants needed to synthesize it. (6) Given the product [CH2:16]([N:9]([CH2:8][CH2:7][O:6][C:5]1[CH:4]=[CH:3][C:2]([N:1]2[CH2:24][CH2:23][CH2:22][CH2:21][CH2:20]2)=[CH:19][CH:18]=1)[C:10]1[CH:15]=[CH:14][CH:13]=[CH:12][CH:11]=1)[CH3:17], predict the reactants needed to synthesize it. The reactants are: [NH2:1][C:2]1[CH:19]=[CH:18][C:5]([O:6][CH2:7][CH2:8][N:9]([CH2:16][CH3:17])[C:10]2[CH:15]=[CH:14][CH:13]=[CH:12][CH:11]=2)=[CH:4][CH:3]=1.[CH:20](=O)[CH2:21][CH2:22][CH2:23][CH:24]=O.C(O[BH-](OC(=O)C)OC(=O)C)(=O)C.[Na+]. (7) Given the product [F:33][C:10]1[C:11]2[O:15][N:14]=[C:13]([C:16]3[S:17][CH:18]=[C:19]([C:21]([N:23]4[CH2:24][CH2:25][O:26][CH2:27][CH2:28]4)=[O:22])[N:20]=3)[C:12]=2[CH:29]=[C:30]2[C:9]=1[N:4]1[CH2:3][C@@H:2]([CH3:1])[O:7][C@@H:6]([CH3:8])[C@@H:5]1[C:40]1([C:38](=[O:39])[NH:37][C:35](=[O:36])[NH:34][C:41]1=[O:42])[CH2:31]2, predict the reactants needed to synthesize it. The reactants are: [CH3:1][C@H:2]1[O:7][C@@H:6]([CH3:8])[CH2:5][N:4]([C:9]2[C:30]([CH:31]=O)=[CH:29][C:12]3[C:13]([C:16]4[S:17][CH:18]=[C:19]([C:21]([N:23]5[CH2:28][CH2:27][O:26][CH2:25][CH2:24]5)=[O:22])[N:20]=4)=[N:14][O:15][C:11]=3[C:10]=2[F:33])[CH2:3]1.[NH:34]1[C:41](=[O:42])[CH2:40][C:38](=[O:39])[NH:37][C:35]1=[O:36].